From a dataset of Catalyst prediction with 721,799 reactions and 888 catalyst types from USPTO. Predict which catalyst facilitates the given reaction. (1) Product: [NH2:11][C:7]1[CH:6]=[C:5]([O:4][C:3]2[C:2]([F:1])=[CH:22][C:21]([NH:23][C:24]([C:26]3([C:29]([NH:30][C:31]4[CH:32]=[CH:33][C:34]([F:37])=[CH:35][CH:36]=4)=[O:38])[CH2:28][CH2:27]3)=[O:25])=[C:20]([F:39])[CH:19]=2)[CH:10]=[CH:9][N:8]=1. Reactant: [F:1][C:2]1[CH:22]=[C:21]([NH:23][C:24]([C:26]2([C:29](=[O:38])[NH:30][C:31]3[CH:36]=[CH:35][C:34]([F:37])=[CH:33][CH:32]=3)[CH2:28][CH2:27]2)=[O:25])[C:20]([F:39])=[CH:19][C:3]=1[O:4][C:5]1[CH:10]=[CH:9][N:8]=[C:7]([NH:11]C(=O)OC(C)(C)C)[CH:6]=1.C(O)(C(F)(F)F)=O.C([O-])(O)=O.[Na+]. The catalyst class is: 2. (2) Reactant: [NH2:1][C:2]1[CH:7]=[CH:6][C:5]([C:8]([N:10]2[CH2:15][CH2:14][N:13]([CH2:16][C:17]3[CH:22]=[CH:21][C:20]([C:23]([OH:32])([C:28]([F:31])([F:30])[F:29])[C:24]([F:27])([F:26])[F:25])=[CH:19][CH:18]=3)[CH2:12][CH2:11]2)=[O:9])=[CH:4][C:3]=1[O:33][CH3:34].[N:35]1[CH:40]=[CH:39][C:38]([NH:41][C:42](=O)[O:43]C2C=CC=CC=2)=[CH:37][CH:36]=1. Product: [F:30][C:28]([F:31])([F:29])[C:23]([C:20]1[CH:21]=[CH:22][C:17]([CH2:16][N:13]2[CH2:12][CH2:11][N:10]([C:8]([C:5]3[CH:6]=[CH:7][C:2]([NH:1][C:42]([NH:41][C:38]4[CH:39]=[CH:40][N:35]=[CH:36][CH:37]=4)=[O:43])=[C:3]([O:33][CH3:34])[CH:4]=3)=[O:9])[CH2:15][CH2:14]2)=[CH:18][CH:19]=1)([OH:32])[C:24]([F:25])([F:26])[F:27]. The catalyst class is: 12. (3) Product: [CH3:11][S:12][C:13]1[S:17][C:16]([CH:18]=[C:3]2[C:4]3[C:9](=[CH:8][CH:7]=[CH:6][CH:5]=3)[NH:1][C:2]2=[O:10])=[CH:15][CH:14]=1. The catalyst class is: 495. Reactant: [NH:1]1[C:9]2[C:4](=[CH:5][CH:6]=[CH:7][CH:8]=2)[CH2:3][C:2]1=[O:10].[CH3:11][S:12][C:13]1[S:17][C:16]([CH:18]=O)=[CH:15][CH:14]=1. (4) Reactant: C[O:2][C:3](=O)[C:4]1[CH:9]=[C:8]([Cl:10])[CH:7]=[CH:6][C:5]=1[O:11][CH2:12][CH2:13][CH2:14][N:15]1[CH2:20][CH2:19][C:18]([CH2:22][C:23]2[CH:28]=[CH:27][C:26]([Cl:29])=[CH:25][CH:24]=2)([OH:21])[C:17]([CH3:31])([CH3:30])[CH2:16]1.[NH3:33]. Product: [Cl:10][C:8]1[CH:7]=[CH:6][C:5]([O:11][CH2:12][CH2:13][CH2:14][N:15]2[CH2:20][CH2:19][C:18]([CH2:22][C:23]3[CH:28]=[CH:27][C:26]([Cl:29])=[CH:25][CH:24]=3)([OH:21])[C:17]([CH3:31])([CH3:30])[CH2:16]2)=[C:4]([CH:9]=1)[C:3]([NH2:33])=[O:2]. The catalyst class is: 5. (5) Reactant: [CH3:1][O:2][C:3]1[S:7][C:6]2=[N:8][C:9]([C:11]([OH:13])=O)=[CH:10][N:5]2[N:4]=1.C(Cl)(=O)C([Cl:17])=O. Product: [CH3:1][O:2][C:3]1[S:7][C:6]2=[N:8][C:9]([C:11]([Cl:17])=[O:13])=[CH:10][N:5]2[N:4]=1. The catalyst class is: 59. (6) The catalyst class is: 9. Product: [F:33][C:30]1[CH:31]=[CH:32][C:27]([CH:14]([C:11]2[CH:12]=[CH:13][C:8]([C:5]3[CH:6]=[CH:7][C:2]([NH:1][C:35](=[O:41])[CH2:36][CH2:37][C:38]([OH:40])=[O:39])=[CH:3][CH:4]=3)=[CH:9][CH:10]=2)[CH2:15]/[C:16](=[N:17]\[OH:18])/[C:19]2[CH:20]=[CH:21][C:22](=[O:26])[N:23]([CH3:25])[CH:24]=2)=[C:28]([CH3:34])[CH:29]=1. Reactant: [NH2:1][C:2]1[CH:7]=[CH:6][C:5]([C:8]2[CH:13]=[CH:12][C:11]([CH:14]([C:27]3[CH:32]=[CH:31][C:30]([F:33])=[CH:29][C:28]=3[CH3:34])[CH2:15]/[C:16](/[C:19]3[CH:20]=[CH:21][C:22](=[O:26])[N:23]([CH3:25])[CH:24]=3)=[N:17]\[OH:18])=[CH:10][CH:9]=2)=[CH:4][CH:3]=1.[C:35]1(=[O:41])[O:40][C:38](=[O:39])[CH2:37][CH2:36]1.C(OCC)(=O)C. (7) Reactant: [Br:1][C:2]1[CH:7]=[C:6]([CH2:8]SCC)[CH:5]=[CH:4][C:3]=1[O:12][CH2:13][C:14]([F:17])([F:16])[F:15].[CH:18]1C=C(Cl)C=C(C(OO)=O)[CH:19]=1.[O-:29][S:30]([O-:32])=O.[Na+].[Na+]. Product: [Br:1][C:2]1[CH:7]=[C:6]([CH2:8][S:30]([CH2:18][CH3:19])(=[O:32])=[O:29])[CH:5]=[CH:4][C:3]=1[O:12][CH2:13][C:14]([F:15])([F:17])[F:16]. The catalyst class is: 2.